From a dataset of Forward reaction prediction with 1.9M reactions from USPTO patents (1976-2016). Predict the product of the given reaction. (1) Given the reactants [Br:1][C:2]1[C:3](=[O:9])[NH:4][N:5]=[CH:6][C:7]=1[Br:8].Br[CH2:11][C:12]([O:14][CH2:15][CH3:16])=[O:13].C(=O)([O-])[O-].[K+].[K+].C(OCC)(=O)C, predict the reaction product. The product is: [Br:8][C:7]1[CH:6]=[N:5][N:4]([CH2:11][C:12]([O:14][CH2:15][CH3:16])=[O:13])[C:3](=[O:9])[C:2]=1[Br:1]. (2) The product is: [ClH:1].[Cl:1][C:2]1[CH:3]=[CH:4][C:5]([NH:8][C:9](=[O:29])[C:10]2[CH:15]=[C:14]([CH:30]=[O:31])[CH:13]=[CH:12][C:11]=2[NH:17][C:18]([CH:20]2[CH2:25][CH2:24][N:23]([CH:26]([CH3:28])[CH3:27])[CH2:22][CH2:21]2)=[O:19])=[N:6][CH:7]=1. Given the reactants [Cl:1][C:2]1[CH:3]=[CH:4][C:5]([NH:8][C:9](=[O:29])[C:10]2[CH:15]=[C:14](I)[CH:13]=[CH:12][C:11]=2[NH:17][C:18]([CH:20]2[CH2:25][CH2:24][N:23]([CH:26]([CH3:28])[CH3:27])[CH2:22][CH2:21]2)=[O:19])=[N:6][CH:7]=1.[CH:30]([O-])=[O:31].[Na+].S([O-])([O-])(=O)=O.[Ca+2], predict the reaction product. (3) Given the reactants Br[C:2]1[CH:9]=[CH:8][C:5]([CH2:6][OH:7])=[CH:4][CH:3]=1.[C:10]([O:15][CH3:16])(=[O:14])/[CH:11]=[CH:12]/[CH3:13], predict the reaction product. The product is: [CH3:16][O:15][C:10](=[O:14])/[CH:11]=[C:12](/[C:2]1[CH:9]=[CH:8][C:5]([CH2:6][OH:7])=[CH:4][CH:3]=1)\[CH3:13]. (4) Given the reactants [BH4-].[Na+].[CH3:3][CH:4]1[CH2:12][C:11]2[C:6](=[C:7]([C:14]3[CH:19]=[CH:18][CH:17]=[CH:16][CH:15]=3)[CH:8]=[C:9]([CH3:13])[CH:10]=2)[C:5]1=O.C1(C)C=CC=CC=1.S(=O)(=O)(O)O, predict the reaction product. The product is: [CH3:3][C:4]1[CH2:12][C:11]2[C:6]([CH:5]=1)=[C:7]([C:14]1[CH:19]=[CH:18][CH:17]=[CH:16][CH:15]=1)[CH:8]=[C:9]([CH3:13])[CH:10]=2. (5) Given the reactants IC.[CH3:3][S:4][C:5]1[N:10]=[C:9]([NH:11][C:12]2[N:17]3[N:18]=[CH:19][N:20]=[C:16]3[CH:15]=[C:14]([C:21]3[CH:26]=[CH:25][CH:24]=[CH:23][CH:22]=3)[N:13]=2)[CH:8]=[CH:7][N:6]=1.[C:27](=O)([O-])[O-].[K+].[K+], predict the reaction product. The product is: [CH3:27][N:11]([C:9]1[CH:8]=[CH:7][N:6]=[C:5]([S:4][CH3:3])[N:10]=1)[C:12]1[N:17]2[N:18]=[CH:19][N:20]=[C:16]2[CH:15]=[C:14]([C:21]2[CH:22]=[CH:23][CH:24]=[CH:25][CH:26]=2)[N:13]=1. (6) Given the reactants [NH2:1][C:2]1[CH:7]=[CH:6][C:5]([NH2:8])=[CH:4][CH:3]=1.[CH2:9]([N:11]=[C:12]=[O:13])[CH3:10].C(=O)([O-])[O-].[K+].[K+], predict the reaction product. The product is: [CH2:9]([NH:11][C:12]([NH:1][C:2]1[CH:7]=[CH:6][C:5]([NH2:8])=[CH:4][CH:3]=1)=[O:13])[CH3:10].